From a dataset of Full USPTO retrosynthesis dataset with 1.9M reactions from patents (1976-2016). Predict the reactants needed to synthesize the given product. (1) Given the product [OH:13][CH2:12][CH2:11][CH2:10][CH2:9][CH2:8][CH2:7][CH2:6][CH2:5][CH2:4][CH2:3][CH2:2][SH:16], predict the reactants needed to synthesize it. The reactants are: Br[CH2:2][CH2:3][CH2:4][CH2:5][CH2:6][CH2:7][CH2:8][CH2:9][CH2:10][CH2:11][CH2:12][OH:13].NC(N)=[S:16].[OH-].[Na+].Cl. (2) Given the product [O:40]=[C:31]1[N:30]([CH:27]2[CH2:26][CH2:25][N:24]([C:22]([O:21][CH:20]([C:41]3[CH:42]=[C:43]([C:44]([N:61]4[CH2:66][CH2:65][CH2:64][CH2:63][CH2:62]4)=[O:46])[CH:47]=[CH:48][N:49]=3)[CH2:19][C:4]3[CH:5]=[C:6]4[C:10](=[C:2]([CH3:1])[CH:3]=3)[NH:9][N:8]=[CH:7]4)=[O:23])[CH2:29][CH2:28]2)[CH2:39][C:38]2[C:33](=[CH:34][CH:35]=[CH:36][CH:37]=2)[NH:32]1, predict the reactants needed to synthesize it. The reactants are: [CH3:1][C:2]1[C:10]2[C:6](=[CH:7][N:8](COCC[Si](C)(C)C)[N:9]=2)[CH:5]=[C:4]([CH2:19][CH:20]([C:41]2[CH:42]=[C:43]([CH:47]=[CH:48][N:49]=2)[C:44]([OH:46])=O)[O:21][C:22]([N:24]2[CH2:29][CH2:28][CH:27]([N:30]3[CH2:39][C:38]4[C:33](=[CH:34][CH:35]=[CH:36][CH:37]=4)[NH:32][C:31]3=[O:40])[CH2:26][CH2:25]2)=[O:23])[CH:3]=1.CN(C)C=O.C(Cl)(=O)C(Cl)=O.[NH:61]1[CH2:66][CH2:65][CH2:64][CH2:63][CH2:62]1. (3) The reactants are: Cl[S:2]([C:5]1[CH:6]=[C:7]([CH:11]=[CH:12][CH:13]=1)[C:8](Cl)=[O:9])(=[O:4])=[O:3].[CH2:14]1[NH:19][CH2:18][CH2:17][N:16]2[CH2:20][CH2:21][CH2:22][CH2:23][CH:15]12.C(=O)([O-])[O-].[Na+].[Na+].[F:30][C:31]([F:40])([F:39])[C:32]1[CH:33]=[C:34]([CH:36]=[CH:37][CH:38]=1)[NH2:35]. Given the product [CH2:14]1[N:19]([C:8]([C:7]2[CH:6]=[C:5]([S:2]([NH:35][C:34]3[CH:36]=[CH:37][CH:38]=[C:32]([C:31]([F:30])([F:39])[F:40])[CH:33]=3)(=[O:4])=[O:3])[CH:13]=[CH:12][CH:11]=2)=[O:9])[CH2:18][CH2:17][N:16]2[CH2:20][CH2:21][CH2:22][CH2:23][CH:15]12, predict the reactants needed to synthesize it.